The task is: Predict the reactants needed to synthesize the given product.. This data is from Full USPTO retrosynthesis dataset with 1.9M reactions from patents (1976-2016). Given the product [C:18]([C:17]1[CH:16]=[N:15][CH:14]=[CH:13][C:12]=1[CH2:11][C:20]([O:21][CH3:22])=[O:23])#[N:19], predict the reactants needed to synthesize it. The reactants are: [Li+].C[Si]([N-][Si](C)(C)C)(C)C.[CH3:11][C:12]1[C:17]([C:18]#[N:19])=[CH:16][N:15]=[CH:14][CH:13]=1.[C:20](=O)([O:23]C)[O:21][CH3:22].C(OCC)(=O)C.